Task: Predict the reaction yield, written as a fraction of the theoretical maximum amount of product (1.0 means a 100% yield; for example, 0.34 means a 34% yield).. Dataset: Reaction yield outcomes from USPTO patents with 853,638 reactions (1) The catalyst is CN(C=O)C. The yield is 0.520. The reactants are [Cl:1][C:2]1[CH:3]=[C:4](/[CH:8]=[CH:9]/[C:10]([N:12]2[CH2:18][CH2:17][C:16](=[O:19])[NH:15][CH2:14][CH2:13]2)=[O:11])[CH:5]=[CH:6][CH:7]=1.[H-].[Na+].[CH2:22]([O:24][C:25](=[O:28])[CH2:26]Br)[CH3:23].OS([O-])(=O)=O.[K+]. The product is [CH2:22]([O:24][C:25](=[O:28])[CH2:26][N:15]1[C:16](=[O:19])[CH2:17][CH2:18][N:12]([C:10](=[O:11])/[CH:9]=[CH:8]/[C:4]2[CH:5]=[CH:6][CH:7]=[C:2]([Cl:1])[CH:3]=2)[CH2:13][CH2:14]1)[CH3:23]. (2) The yield is 0.950. No catalyst specified. The reactants are [NH2:1][C:2]1[C:7]([C:8]([C:10]2[CH:15]=[CH:14][CH:13]=[CH:12][C:11]=2[O:16][CH3:17])=[O:9])=[CH:6][N:5]=[C:4](S(CC)(=O)=O)[N:3]=1.[NH2:23][CH:24]1[CH2:29][CH2:28][N:27]([C:30]([O:32][C:33]([CH3:36])([CH3:35])[CH3:34])=[O:31])[CH2:26][CH2:25]1. The product is [C:33]([O:32][C:30]([N:27]1[CH2:28][CH2:29][CH:24]([NH:23][C:4]2[N:3]=[C:2]([NH2:1])[C:7]([C:8](=[O:9])[C:10]3[CH:15]=[CH:14][CH:13]=[CH:12][C:11]=3[O:16][CH3:17])=[CH:6][N:5]=2)[CH2:25][CH2:26]1)=[O:31])([CH3:36])([CH3:34])[CH3:35]. (3) The yield is 0.700. The reactants are [N:1]1[CH:6]=[CH:5][CH:4]=[C:3]([NH2:7])[N:2]=1.N1C=CC=CC=1.Cl[C:15]([O:17][C:18]1[CH:23]=[CH:22][CH:21]=[CH:20][CH:19]=1)=[O:16]. The product is [N:1]1[CH:6]=[CH:5][CH:4]=[C:3]([NH:7][C:15](=[O:16])[O:17][C:18]2[CH:23]=[CH:22][CH:21]=[CH:20][CH:19]=2)[N:2]=1. The catalyst is C1COCC1.CC#N. (4) The reactants are [Mg].[CH:2]1(Br)[CH2:4][CH2:3]1.[CH3:6][O:7][C:8]1[CH:9]=[CH:10][C:11]2C(=O)[C:13]3[C:18]([O:19][C:20]=2[CH:21]=1)=[CH:17][C:16]([O:22][CH3:23])=[CH:15][CH:14]=3.[NH4+].[Cl-].[CH2:27]1[CH2:31]OC[CH2:28]1. The catalyst is C(OCC)(=O)C. The product is [C:4]1(=[C:2]2[C:13]3[CH:14]=[CH:15][C:16]([O:22][CH3:23])=[CH:17][C:18]=3[O:19][C:20]3[C:11]2=[CH:10][CH:9]=[C:8]([O:7][CH3:6])[CH:21]=3)[CH2:3][CH2:31][CH2:27][CH2:28]1. The yield is 0.650. (5) The reactants are [NH2:1][C:2]1[N:23]=[C:22](Cl)[CH:21]=[CH:20][C:3]=1[C:4]([NH:6][CH2:7][C:8]1[S:9][C:10]([O:13][C:14]2[CH:19]=[CH:18][CH:17]=[CH:16][CH:15]=2)=[CH:11][CH:12]=1)=[O:5].C1C=CC(CC(NCN[C@H](C(O)=O)CC2C=CC([N+]([O-])=O)=CC=2)=O)=CC=1.[CH2:51]([NH2:58])[C:52]1[CH:57]=[CH:56][CH:55]=[CH:54][CH:53]=1.C(N(CC)C(C)C)(C)C.FC(F)(F)C(O)=O. The catalyst is CS(C)=O.O. The product is [NH2:1][C:2]1[N:23]=[C:22]([NH:58][CH2:51][C:52]2[CH:57]=[CH:56][CH:55]=[CH:54][CH:53]=2)[CH:21]=[CH:20][C:3]=1[C:4]([NH:6][CH2:7][C:8]1[S:9][C:10]([O:13][C:14]2[CH:19]=[CH:18][CH:17]=[CH:16][CH:15]=2)=[CH:11][CH:12]=1)=[O:5]. The yield is 0.140. (6) The reactants are C[O:2][C:3]([C:5]1[CH:25]=[CH:24][C:8]2[N:9]([CH3:23])[C:10](=[O:22])[N:11]([CH2:15][C:16]3[CH:21]=[CH:20][CH:19]=[CH:18][CH:17]=3)[S:12](=[O:14])(=[O:13])[C:7]=2[CH:6]=1)=[O:4].[OH-].[Na+]. The catalyst is CO. The product is [CH2:15]([N:11]1[C:10](=[O:22])[N:9]([CH3:23])[C:8]2[CH:24]=[CH:25][C:5]([C:3]([OH:4])=[O:2])=[CH:6][C:7]=2[S:12]1(=[O:14])=[O:13])[C:16]1[CH:17]=[CH:18][CH:19]=[CH:20][CH:21]=1. The yield is 0.730. (7) The reactants are [F:1][C:2]([F:10])([F:9])[C:3]1[NH:7][N:6]=[C:5]([NH2:8])[N:4]=1.[O:11]1[C:15]2([CH2:20][CH2:19][C:18](=O)[CH2:17][CH2:16]2)[O:14][CH2:13][CH2:12]1.C(O[BH-](OC(=O)C)OC(=O)C)(=O)C.[Na+]. The catalyst is C(O)(=O)C. The product is [O:11]1[C:15]2([CH2:20][CH2:19][CH:18]([NH:8][C:5]3[N:4]=[C:3]([C:2]([F:10])([F:9])[F:1])[NH:7][N:6]=3)[CH2:17][CH2:16]2)[O:14][CH2:13][CH2:12]1. The yield is 0.420.